This data is from Full USPTO retrosynthesis dataset with 1.9M reactions from patents (1976-2016). The task is: Predict the reactants needed to synthesize the given product. Given the product [Cl:1][C:2]1[N:6]2[CH:7]=[C:8]([C:15]3[CH:19]=[CH:18][O:17][CH:16]=3)[CH:9]=[C:10]([C:11]([F:12])([F:14])[F:13])[C:5]2=[N:4][C:3]=1[C:20]([N:25]1[CH2:26][CH2:27][C@H:28]([N:30]2[CH2:34][CH2:33][O:32][C:31]2=[O:35])[CH2:29][C@@H:24]1[CH3:23])=[O:22].[Cl:1][C:2]1[N:6]2[CH:7]=[C:8]([C:15]3[CH:19]=[CH:18][O:17][CH:16]=3)[CH:9]=[C:10]([C:11]([F:13])([F:12])[F:14])[C:5]2=[N:4][C:3]=1[C:20]([N:25]1[CH2:26][CH2:27][C@@H:28]([N:30]2[CH2:34][CH2:33][O:32][C:31]2=[O:35])[CH2:29][C@@H:24]1[CH3:23])=[O:21], predict the reactants needed to synthesize it. The reactants are: [Cl:1][C:2]1[N:6]2[CH:7]=[C:8]([C:15]3[CH:19]=[CH:18][O:17][CH:16]=3)[CH:9]=[C:10]([C:11]([F:14])([F:13])[F:12])[C:5]2=[N:4][C:3]=1[C:20]([OH:22])=[O:21].[CH3:23][CH:24]1[CH2:29][CH:28]([N:30]2[CH2:34][CH2:33][O:32][C:31]2=[O:35])[CH2:27][CH2:26][NH:25]1.CN(C(ON1N=NC2C=CC=NC1=2)=[N+](C)C)C.F[P-](F)(F)(F)(F)F.CCN(C(C)C)C(C)C.